This data is from Full USPTO retrosynthesis dataset with 1.9M reactions from patents (1976-2016). The task is: Predict the reactants needed to synthesize the given product. (1) Given the product [CH3:1][C:2]1[N:7]=[CH:6][C:5]([C:8]2([C:9]#[N:10])[CH2:16][CH2:15][O:14][CH2:13][CH2:12]2)=[CH:4][N:3]=1, predict the reactants needed to synthesize it. The reactants are: [CH3:1][C:2]1[N:7]=[CH:6][C:5]([CH2:8][C:9]#[N:10])=[CH:4][N:3]=1.Br[CH2:12][CH2:13][O:14][CH2:15][CH2:16]Br.CC([O-])(C)C.[K+]. (2) Given the product [CH:18]1([NH:24][C:25](=[O:26])[O:10][C:8]2[CH:7]=[CH:6][CH:5]=[C:4]([C:2](=[O:3])[CH3:1])[CH:9]=2)[CH2:23][CH2:22][CH2:21][CH2:20][CH2:19]1, predict the reactants needed to synthesize it. The reactants are: [CH3:1][C:2]([C:4]1[CH:5]=[CH:6][CH:7]=[C:8]([OH:10])[CH:9]=1)=[O:3].C(N(CC)CC)C.[CH:18]1([N:24]=[C:25]=[O:26])[CH2:23][CH2:22][CH2:21][CH2:20][CH2:19]1. (3) The reactants are: [Br:1][C:2]1[CH:7]=[CH:6][C:5]([N:8]2[CH2:12][CH2:11][C:10]3([CH2:17][CH2:16][CH:15]([O:18][Si](C(C)(C)C)(C4C=CC=CC=4)C4C=CC=CC=4)[CH2:14][CH2:13]3)[C:9]2=[O:36])=[C:4]([CH3:37])[CH:3]=1.[F-].C([N+](CCCC)(CCCC)CCCC)CCC. Given the product [Br:1][C:2]1[CH:7]=[CH:6][C:5]([N:8]2[CH2:12][CH2:11][C:10]3([CH2:17][CH2:16][CH:15]([OH:18])[CH2:14][CH2:13]3)[C:9]2=[O:36])=[C:4]([CH3:37])[CH:3]=1, predict the reactants needed to synthesize it. (4) Given the product [CH2:1]([CH:8]1[CH2:13][CH2:12][CH:11]([NH2:21])[CH2:10][CH2:9]1)[C:2]1[CH:7]=[CH:6][CH:5]=[CH:4][CH:3]=1, predict the reactants needed to synthesize it. The reactants are: [CH2:1]([CH:8]1[CH2:13][CH2:12][C:11](=O)[CH2:10][CH2:9]1)[C:2]1[CH:7]=[CH:6][CH:5]=[CH:4][CH:3]=1.C([O-])(=O)C.[NH4+].C([BH3-])#[N:21].[Na+]. (5) Given the product [O:8]=[C:9]([S:27][C:28]1[CH:33]=[CH:32][CH:31]=[CH:30][CH:29]=1)[CH2:10][CH2:11][C@H:12]([NH:20][C:21](=[O:26])[CH2:22][CH2:23][CH:24]=[CH2:25])[C:13]([O:15][CH2:16][C:17]#[N:36])=[O:14], predict the reactants needed to synthesize it. The reactants are: FC(F)(F)C(O)=O.[O:8]=[C:9]([S:27][C:28]1[CH:33]=[CH:32][CH:31]=[CH:30][CH:29]=1)[CH2:10][CH2:11][C@H:12]([NH:20][C:21](=[O:26])[CH2:22][CH2:23][CH:24]=[CH2:25])[C:13]([O:15][C:16](C)(C)[CH3:17])=[O:14].C([N:36](C(C)C)C(C)C)C.O. (6) Given the product [CH:26]([N:25]1[C:21]([C:16]2[C:15]([CH2:14][O:1][C:2]3[CH:9]=[N:8][CH:7]=[C:6]([O:10][CH3:11])[C:3]=3[CH:4]=[O:5])=[CH:20][CH:19]=[CH:18][N:17]=2)=[CH:22][CH:23]=[N:24]1)([CH3:28])[CH3:27], predict the reactants needed to synthesize it. The reactants are: [OH:1][C:2]1[CH:9]=[N:8][CH:7]=[C:6]([O:10][CH3:11])[C:3]=1[CH:4]=[O:5].Cl.Cl[CH2:14][C:15]1[C:16]([C:21]2[N:25]([CH:26]([CH3:28])[CH3:27])[N:24]=[CH:23][CH:22]=2)=[N:17][CH:18]=[CH:19][CH:20]=1.C([O-])([O-])=O.[K+].[K+]. (7) Given the product [Cl:3][C:4]1[CH:5]=[C:6]([CH:9]=[C:10]([OH:12])[CH:11]=1)[C:7]#[N:8], predict the reactants needed to synthesize it. The reactants are: [Li+].[Cl-].[Cl:3][C:4]1[CH:5]=[C:6]([CH:9]=[C:10]([O:12]C)[CH:11]=1)[C:7]#[N:8].CCOC(C)=O. (8) Given the product [CH3:25][C:22]([O:21][C:20]([NH:19][C@H:16]1[CH2:17][CH2:18][N:14]([C:2]2[C:3]([C:4]([O:6][CH:7]([CH3:9])[CH3:8])=[O:5])=[CH:10][CH:11]=[CH:12][N:13]=2)[CH2:15]1)=[O:26])([CH3:23])[CH3:24], predict the reactants needed to synthesize it. The reactants are: Cl[C:2]1[N:13]=[CH:12][CH:11]=[CH:10][C:3]=1[C:4]([O:6][CH:7]([CH3:9])[CH3:8])=[O:5].[NH:14]1[CH2:18][CH2:17][C@H:16]([NH:19][C:20](=[O:26])[O:21][C:22]([CH3:25])([CH3:24])[CH3:23])[CH2:15]1.CCN(CC)CC. (9) The reactants are: [C:1]([O:5][C:6]([N:8]1[CH2:13][CH2:12][N:11]([C:14]2[CH:19]=[CH:18][C:17]([C:20]3[O:24][C:23]([C:25]4[CH:33]=[C:32]5[C:28]([CH:29]=[CH:30][NH:31]5)=[CH:27][CH:26]=4)=[N:22][C:21]=3[C:34](O)=[O:35])=[CH:16][CH:15]=2)[CH2:10][CH2:9]1)=[O:7])([CH3:4])([CH3:3])[CH3:2].F[P-](F)(F)(F)(F)F.[N:44]1(OC(N(C)C)=[N+](C)C)C2N=CC=CC=2N=N1.C(N(C(C)C)CC)(C)C.N.O1CCOCC1. Given the product [C:34]([C:21]1[N:22]=[C:23]([C:25]2[CH:33]=[C:32]3[C:28]([CH:29]=[CH:30][NH:31]3)=[CH:27][CH:26]=2)[O:24][C:20]=1[C:17]1[CH:16]=[CH:15][C:14]([N:11]2[CH2:12][CH2:13][N:8]([C:6]([O:5][C:1]([CH3:3])([CH3:2])[CH3:4])=[O:7])[CH2:9][CH2:10]2)=[CH:19][CH:18]=1)(=[O:35])[NH2:44], predict the reactants needed to synthesize it.